Dataset: Catalyst prediction with 721,799 reactions and 888 catalyst types from USPTO. Task: Predict which catalyst facilitates the given reaction. (1) Reactant: [I:1][C:2]1[CH:3]=[C:4]([CH:8]=[CH:9][C:10]=1[CH3:11])[C:5](O)=[O:6].C(Cl)(=O)C(Cl)=O.[C@H](O)(C([O-])=O)[C@@H](O)C([O-])=O.[Na+].[K+]. Product: [I:1][C:2]1[CH:3]=[C:4]([CH:8]=[CH:9][C:10]=1[CH3:11])[CH:5]=[O:6]. The catalyst class is: 198. (2) Reactant: O=C(C)[S:3][CH2:4][CH2:5][CH2:6][CH2:7][CH2:8][CH2:9][CH2:10][CH2:11][CH2:12][CH2:13][CH2:14][O:15][CH2:16][CH2:17][O:18][CH2:19][CH2:20][O:21][CH2:22][CH2:23][O:24][C:25]1[CH:35]=[CH:34][C:28]([O:29][CH2:30][C:31]([OH:33])=[O:32])=[CH:27][CH:26]=1.C(O)(=O)C.NN. Product: [SH:3][CH2:4][CH2:5][CH2:6][CH2:7][CH2:8][CH2:9][CH2:10][CH2:11][CH2:12][CH2:13][CH2:14][O:15][CH2:16][CH2:17][O:18][CH2:19][CH2:20][O:21][CH2:22][CH2:23][O:24][C:25]1[CH:35]=[CH:34][C:28]([O:29][CH2:30][C:31]([OH:33])=[O:32])=[CH:27][CH:26]=1. The catalyst class is: 5. (3) Reactant: [CH3:1][Si:2]([CH3:9])([CH3:8])[C:3]1[S:4][CH:5]=[CH:6][N:7]=1.C([Li])CCC.B(F)(F)F.CCOCC.[N:24]1[O:25][CH2:26][C@@H:27]2[CH2:31][N:30]([C:32]([O:34][CH2:35][C:36]3[CH:41]=[CH:40][CH:39]=[CH:38][CH:37]=3)=[O:33])[CH2:29][C:28]=12. Product: [CH3:1][Si:2]([CH3:9])([CH3:8])[C:3]1[S:4][C:5]([C:28]23[CH2:29][N:30]([C:32]([O:34][CH2:35][C:36]4[CH:41]=[CH:40][CH:39]=[CH:38][CH:37]=4)=[O:33])[CH2:31][CH:27]2[CH2:26][O:25][NH:24]3)=[CH:6][N:7]=1. The catalyst class is: 207. (4) Reactant: F[P-](F)(F)(F)(F)F.N1(O[P+](N2CCCC2)(N2CCCC2)N2CCCC2)C2C=CC=CC=2N=N1.Cl.[NH2:35][CH:36]([C:38]1[NH:39][C:40]([C:46]2[CH:55]=[CH:54][CH:53]=[C:52]3[C:47]=2[N:48]=[C:49]([NH:57][C:58]([CH3:62])([CH3:61])[CH2:59][OH:60])[C:50]([CH3:56])=[N:51]3)=[CH:41][C:42]=1[C:43](O)=[O:44])[CH3:37].CCN(C(C)C)C(C)C. Product: [OH:60][CH2:59][C:58]([NH:57][C:49]1[C:50]([CH3:56])=[N:51][C:52]2[C:47]([N:48]=1)=[C:46]([C:40]1[NH:39][C:38]3[CH:36]([CH3:37])[NH:35][C:43](=[O:44])[C:42]=3[CH:41]=1)[CH:55]=[CH:54][CH:53]=2)([CH3:62])[CH3:61]. The catalyst class is: 59.